From a dataset of Forward reaction prediction with 1.9M reactions from USPTO patents (1976-2016). Predict the product of the given reaction. (1) Given the reactants [OH:1][CH2:2][C@@H:3]([N:8]([CH2:24][C:25]1[CH:30]=[CH:29][CH:28]=[CH:27][CH:26]=1)[C:9]([C@H:11]1[CH2:16][O:15][CH2:14][CH2:13][N:12]1[C:17](OC(C)(C)C)=[O:18])=[O:10])C(OC)=O.FC(F)(F)C(O)=O.C(=O)([O-])O.[Na+].C1CCCCC1.C(OCC)(=O)C, predict the reaction product. The product is: [OH:1][CH2:2][C@@H:3]1[C:17](=[O:18])[N:12]2[C@H:11]([CH2:16][O:15][CH2:14][CH2:13]2)[C:9](=[O:10])[N:8]1[CH2:24][C:25]1[CH:30]=[CH:29][CH:28]=[CH:27][CH:26]=1. (2) Given the reactants C1(S([N:10]2[C:14]3[N:15]=[CH:16][N:17]=[CH:18][C:13]=3[C:12]([CH2:19][C:20]3[CH:21]=[N:22][C:23](S(C)(=O)=O)=[N:24][CH:25]=3)=[CH:11]2)(=O)=O)C=CC=CC=1.CN1CCCC1=O.[N:37]1[CH:42]=[CH:41][CH:40]=[CH:39][C:38]=1[CH2:43][NH2:44].[OH-].[K+], predict the reaction product. The product is: [N:37]1[CH:42]=[CH:41][CH:40]=[CH:39][C:38]=1[CH2:43][NH:44][C:23]1[N:24]=[CH:25][C:20]([CH2:19][C:12]2[C:13]3[CH:18]=[N:17][CH:16]=[N:15][C:14]=3[NH:10][CH:11]=2)=[CH:21][N:22]=1. (3) Given the reactants Br[CH2:2][CH:3]1[CH2:5][CH2:4]1.[S:6]([O-:9])([O-:8])=[O:7].[Na+:10].[Na+], predict the reaction product. The product is: [CH:5]1([CH2:4][S:6]([O-:9])(=[O:8])=[O:7])[CH2:3][CH2:2]1.[Na+:10]. (4) The product is: [Br:1][C:2]1[CH:7]=[CH:6][C:5]([CH2:8][C:9]([NH:22][C:19]2[CH:20]=[N:21][C:16]([O:15][CH2:13][CH3:14])=[C:17]([C:23]([F:24])([F:25])[F:26])[CH:18]=2)=[O:11])=[C:4]([F:12])[CH:3]=1. Given the reactants [Br:1][C:2]1[CH:7]=[CH:6][C:5]([CH2:8][C:9]([OH:11])=O)=[C:4]([F:12])[CH:3]=1.[CH2:13]([O:15][C:16]1[N:21]=[CH:20][C:19]([NH2:22])=[CH:18][C:17]=1[C:23]([F:26])([F:25])[F:24])[CH3:14].CCN(C(C)C)C(C)C.CN(C(ON1N=NC2C=CC=NC1=2)=[N+](C)C)C.F[P-](F)(F)(F)(F)F, predict the reaction product. (5) Given the reactants [N+:1]([C:4]1[CH:5]=[C:6]([N:10]2[C:14](=[O:15])[CH2:13][CH:12]([C:16]([O:18][CH3:19])=[O:17])[CH2:11]2)[CH:7]=[CH:8][CH:9]=1)([O-])=O, predict the reaction product. The product is: [NH2:1][C:4]1[CH:5]=[C:6]([N:10]2[C:14](=[O:15])[CH2:13][CH:12]([C:16]([O:18][CH3:19])=[O:17])[CH2:11]2)[CH:7]=[CH:8][CH:9]=1. (6) Given the reactants [N:1]([CH:4]([C:6]1[CH:11]=[C:10]([Cl:12])[C:9]([Cl:13])=[C:8]([I:14])[C:7]=1[O:15][CH3:16])[CH3:5])=[N+]=[N-].CP(C)C, predict the reaction product. The product is: [Cl:13][C:9]1[C:10]([Cl:12])=[CH:11][C:6]([CH:4]([NH2:1])[CH3:5])=[C:7]([O:15][CH3:16])[C:8]=1[I:14].